From a dataset of Peptide-MHC class II binding affinity with 134,281 pairs from IEDB. Regression. Given a peptide amino acid sequence and an MHC pseudo amino acid sequence, predict their binding affinity value. This is MHC class II binding data. (1) The MHC is HLA-DPA10103-DPB10301 with pseudo-sequence HLA-DPA10103-DPB10301. The binding affinity (normalized) is 0.282. The peptide sequence is AFGVAATAANAAPAN. (2) The peptide sequence is GVAGLLVALAV. The MHC is HLA-DPA10201-DPB10501 with pseudo-sequence HLA-DPA10201-DPB10501. The binding affinity (normalized) is 0. (3) The peptide sequence is APTGMFVAAAKYMVI. The MHC is DRB5_0101 with pseudo-sequence DRB5_0101. The binding affinity (normalized) is 0.768. (4) The peptide sequence is TDDNEEPIAPYHFDL. The MHC is HLA-DQA10102-DQB10502 with pseudo-sequence HLA-DQA10102-DQB10502. The binding affinity (normalized) is 0.0808. (5) The MHC is HLA-DPA10201-DPB11401 with pseudo-sequence HLA-DPA10201-DPB11401. The peptide sequence is EKKYFAATQFEYLAA. The binding affinity (normalized) is 0.763.